This data is from Catalyst prediction with 721,799 reactions and 888 catalyst types from USPTO. The task is: Predict which catalyst facilitates the given reaction. (1) Reactant: C(OC([N:11]1[CH2:42][CH2:41][C:14]2([O:19][CH2:18][C:17](=[O:20])[N:16]([CH2:21][C:22]3[CH:27]=[CH:26][C:25]([O:28][CH2:29][CH:30]([CH3:32])[CH3:31])=[CH:24][CH:23]=3)[CH:15]2[CH2:33][C:34]2[CH:39]=[CH:38][C:37]([F:40])=[CH:36][CH:35]=2)[CH2:13][CH2:12]1)=O)C1C=CC=CC=1. Product: [F:40][C:37]1[CH:36]=[CH:35][C:34]([CH2:33][CH:15]2[C:14]3([CH2:13][CH2:12][NH:11][CH2:42][CH2:41]3)[O:19][CH2:18][C:17](=[O:20])[N:16]2[CH2:21][C:22]2[CH:27]=[CH:26][C:25]([O:28][CH2:29][CH:30]([CH3:31])[CH3:32])=[CH:24][CH:23]=2)=[CH:39][CH:38]=1. The catalyst class is: 29. (2) Reactant: [Cl:1][C:2]1[C:3](=[O:34])[N:4]([CH2:19][CH2:20][C:21]2[CH:26]=[CH:25][C:24]([C:27](N3C=CN=C3)=[O:28])=[CH:23][CH:22]=2)[C:5]([CH2:9][O:10][C:11]2[CH:16]=[CH:15][CH:14]=[C:13]([CH2:17][CH3:18])[CH:12]=2)=[C:6]([Cl:8])[CH:7]=1.[BH4-].[Na+].C(OCC)(=O)C. Product: [Cl:1][C:2]1[C:3](=[O:34])[N:4]([CH2:19][CH2:20][C:21]2[CH:22]=[CH:23][C:24]([CH2:27][OH:28])=[CH:25][CH:26]=2)[C:5]([CH2:9][O:10][C:11]2[CH:16]=[CH:15][CH:14]=[C:13]([CH2:17][CH3:18])[CH:12]=2)=[C:6]([Cl:8])[CH:7]=1. The catalyst class is: 20. (3) Reactant: Cl.[CH:2]1[C:12]2[CH2:11][CH2:10][C:9]3[CH:13]=[CH:14][CH:15]=[CH:16][C:8]=3[C:7](=[CH:17][CH2:18][CH2:19][NH2:20])[C:6]=2[CH:5]=[CH:4][CH:3]=1.C(N(CC)CC)C.[F:28][C:29]1[CH:34]=[CH:33][C:32]([S:35](Cl)(=[O:37])=[O:36])=[CH:31][CH:30]=1. Product: [CH:2]1[C:12]2[CH2:11][CH2:10][C:9]3[CH:13]=[CH:14][CH:15]=[CH:16][C:8]=3[C:7](=[CH:17][CH2:18][CH2:19][NH:20][S:35]([C:32]3[CH:33]=[CH:34][C:29]([F:28])=[CH:30][CH:31]=3)(=[O:37])=[O:36])[C:6]=2[CH:5]=[CH:4][CH:3]=1. The catalyst class is: 3. (4) Reactant: [F:1]/[C:2](=[C:8](/[C:10]1[CH:19]=[C:18]2[C:13]([C:14]([CH3:24])([CH3:23])[CH2:15][CH:16]=[C:17]2[CH:20]([CH3:22])[CH3:21])=[CH:12][C:11]=1[O:25][CH2:26][CH:27]1[CH2:29][CH2:28]1)\[CH3:9])/[C:3](OCC)=[O:4].[H-].C([Al+]CC(C)C)C(C)C. Product: [F:1]/[C:2](=[C:8](/[C:10]1[CH:19]=[C:18]2[C:13]([C:14]([CH3:24])([CH3:23])[CH2:15][CH:16]=[C:17]2[CH:20]([CH3:22])[CH3:21])=[CH:12][C:11]=1[O:25][CH2:26][CH:27]1[CH2:29][CH2:28]1)\[CH3:9])/[CH2:3][OH:4]. The catalyst class is: 1. (5) Reactant: [Si:1]([O:8][C:9]1[CH:18]=[C:17]2[C:12]([CH2:13][CH2:14][C:15](=[O:19])[NH:16]2)=[CH:11][CH:10]=1)([C:4]([CH3:7])([CH3:6])[CH3:5])([CH3:3])[CH3:2].[CH2:20]=[O:21].C(N(CC)CC)C.O. Product: [Si:1]([O:8][C:9]1[CH:18]=[C:17]2[C:12]([CH2:13][CH2:14][C:15](=[O:19])[N:16]2[CH2:20][OH:21])=[CH:11][CH:10]=1)([C:4]([CH3:7])([CH3:6])[CH3:5])([CH3:3])[CH3:2]. The catalyst class is: 3.